This data is from Forward reaction prediction with 1.9M reactions from USPTO patents (1976-2016). The task is: Predict the product of the given reaction. (1) Given the reactants [ClH:1].C([S@@]([N:8]1[CH2:12][CH2:11][CH2:10][C@@H:9]1[C:13]1[CH:18]=[C:17]([F:19])[CH:16]=[CH:15][C:14]=1[F:20])=O)(C)(C)C, predict the reaction product. The product is: [ClH:1].[F:20][C:14]1[CH:15]=[CH:16][C:17]([F:19])=[CH:18][C:13]=1[C@H:9]1[CH2:10][CH2:11][CH2:12][NH:8]1. (2) Given the reactants [N+:1]([C:4]1[CH:9]=[CH:8][C:7]([CH2:10][CH2:11]O)=[CH:6][CH:5]=1)([O-:3])=[O:2].[C:13]([Cl:16])(Cl)=[O:14].C1C[O:20]CC1, predict the reaction product. The product is: [Cl:16][C:13]([O:14][CH:10]([C:7]1[CH:6]=[CH:5][C:4]([N+:1]([O-:3])=[O:2])=[CH:9][CH:8]=1)[CH3:11])=[O:20]. (3) Given the reactants C(OP([CH2:9][C:10]#[N:11])(=O)OCC)C.C[Si]([N-][Si](C)(C)C)(C)C.[Li+].[CH3:22][O:23][C:24]1[CH:25]=[C:26]([C:32]([C:34]2[CH:44]=[CH:43][C:37]3[N:38]([CH3:42])[CH2:39][CH2:40][O:41][C:36]=3[CH:35]=2)=O)[CH:27]=[C:28]([O:30][CH3:31])[CH:29]=1, predict the reaction product. The product is: [CH3:22][O:23][C:24]1[CH:25]=[C:26]([C:32]([C:34]2[CH:44]=[CH:43][C:37]3[N:38]([CH3:42])[CH2:39][CH2:40][O:41][C:36]=3[CH:35]=2)=[CH:9][C:10]#[N:11])[CH:27]=[C:28]([O:30][CH3:31])[CH:29]=1. (4) Given the reactants [Cl:1][C:2]1[CH:7]=[CH:6][C:5]([C:8]2[N:17]=[C:16]([C:18]([O:20][CH3:21])=[O:19])[C:15]3[N:14](CC4C=CC=CC=4)[CH2:13][CH2:12][N:11]([CH2:29][C:30]4[CH:35]=[CH:34][CH:33]=[CH:32][CH:31]=4)[C:10]=3[N:9]=2)=[C:4]([F:36])[C:3]=1[O:37][CH3:38].[H][H], predict the reaction product. The product is: [CH2:29]([N:11]1[C:10]2[N:9]=[C:8]([C:5]3[CH:6]=[CH:7][C:2]([Cl:1])=[C:3]([O:37][CH3:38])[C:4]=3[F:36])[N:17]=[C:16]([C:18]([O:20][CH3:21])=[O:19])[C:15]=2[NH:14][CH2:13][CH2:12]1)[C:30]1[CH:31]=[CH:32][CH:33]=[CH:34][CH:35]=1. (5) Given the reactants [NH2:1][C:2]1[CH:7]=[CH:6][C:5]([C:8]2[C:16]3[C:11](=[N:12][CH:13]=[N:14][C:15]=3[NH2:17])[N:10]([CH:18]3[CH2:23][CH2:22][N:21]([CH:24]4[CH2:29][CH2:28][N:27]([CH3:30])[CH2:26][CH2:25]4)[CH2:20][CH2:19]3)[N:9]=2)=[CH:4][C:3]=1[O:31][CH3:32].[CH3:33][N:34]([CH3:44])[C:35]1[CH:40]=[CH:39][C:38]([C:41](Cl)=[O:42])=[CH:37][CH:36]=1, predict the reaction product. The product is: [NH2:17][C:15]1[N:14]=[CH:13][N:12]=[C:11]2[N:10]([CH:18]3[CH2:23][CH2:22][N:21]([CH:24]4[CH2:29][CH2:28][N:27]([CH3:30])[CH2:26][CH2:25]4)[CH2:20][CH2:19]3)[N:9]=[C:8]([C:5]3[CH:6]=[CH:7][C:2]([NH:1][C:41](=[O:42])[C:38]4[CH:37]=[CH:36][C:35]([N:34]([CH3:33])[CH3:44])=[CH:40][CH:39]=4)=[C:3]([O:31][CH3:32])[CH:4]=3)[C:16]=12. (6) Given the reactants C([O:4][C:5]1[CH:10]=[C:9]([C:11]#[N:12])[C:8](Br)=[C:7]([C:14]#[N:15])[C:6]=1[O:16]C(=O)C)(=O)C.C([Sn](CCCC)(CCCC)[C:25]1[CH:26]=[C:27]([CH3:31])[CH:28]=[CH:29][CH:30]=1)CCC, predict the reaction product. The product is: [OH:16][C:6]1[C:5]([OH:4])=[CH:10][C:9]([C:11]#[N:12])=[C:8]([C:25]2[CH:30]=[CH:29][CH:28]=[C:27]([CH3:31])[CH:26]=2)[C:7]=1[C:14]#[N:15]. (7) Given the reactants [CH3:1][O:2][C:3](=[O:35])[C@@H:4]([NH:14][C:15]([C:17]1[S:18][C:19]([C:24](=[O:34])[NH:25][CH2:26][C:27]2[CH:32]=[CH:31][CH:30]=[C:29]([OH:33])[CH:28]=2)=[CH:20][C:21]=1[C:22]#[N:23])=[O:16])[CH2:5][NH:6]C(OC(C)(C)C)=O.[ClH:36], predict the reaction product. The product is: [ClH:36].[CH3:1][O:2][C:3](=[O:35])[C@@H:4]([NH:14][C:15]([C:17]1[S:18][C:19]([C:24](=[O:34])[NH:25][CH2:26][C:27]2[CH:32]=[CH:31][CH:30]=[C:29]([OH:33])[CH:28]=2)=[CH:20][C:21]=1[C:22]#[N:23])=[O:16])[CH2:5][NH2:6].